From a dataset of Reaction yield outcomes from USPTO patents with 853,638 reactions. Predict the reaction yield, written as a fraction of the theoretical maximum amount of product (1.0 means a 100% yield; for example, 0.34 means a 34% yield). (1) The reactants are [Cl:1][C:2]1[CH:11]=[C:10]([I:12])[CH:9]=[C:8]([Cl:13])[C:3]=1[C:4]([O:6]C)=[O:5].[I-].[Li+]. The catalyst is N1C=CC=CC=1.O. The product is [Cl:1][C:2]1[CH:11]=[C:10]([I:12])[CH:9]=[C:8]([Cl:13])[C:3]=1[C:4]([OH:6])=[O:5]. The yield is 0.880. (2) The reactants are [C:1]([C:3]1[CH:4]=[C:5]([CH:9]=[CH:10][C:11]=1[O:12][CH:13]([CH3:15])[CH3:14])[C:6]([OH:8])=O)#[N:2].C(Cl)(=O)C(Cl)=O.O[NH:23][C:24](=[NH:42])[C:25]1[CH:34]=[CH:33][CH:32]=[C:31]2[C:26]=1[CH2:27][CH2:28][N:29]([C:35]([O:37][C:38]([CH3:41])([CH3:40])[CH3:39])=[O:36])[CH2:30]2.C(N(CC)C(C)C)(C)C. The catalyst is C(Cl)Cl.CN(C)C1C=CN=CC=1.CN(C=O)C. The product is [C:1]([C:3]1[CH:4]=[C:5]([C:6]2[O:8][N:23]=[C:24]([C:25]3[CH:34]=[CH:33][CH:32]=[C:31]4[C:26]=3[CH2:27][CH2:28][N:29]([C:35]([O:37][C:38]([CH3:41])([CH3:40])[CH3:39])=[O:36])[CH2:30]4)[N:42]=2)[CH:9]=[CH:10][C:11]=1[O:12][CH:13]([CH3:15])[CH3:14])#[N:2]. The yield is 0.370.